This data is from Forward reaction prediction with 1.9M reactions from USPTO patents (1976-2016). The task is: Predict the product of the given reaction. Given the reactants [NH2:1][C:2]1[N:7]=[C:6]([CH3:8])[N:5]=[C:4]([C:9]2[CH:10]=[C:11]([C:25](=[O:27])[CH3:26])[CH:12]=[N:13][C:14]=2[NH:15][C:16]2[CH:17]=[N:18][C:19]([O:23][CH3:24])=[C:20]([F:22])[CH:21]=2)[CH:3]=1.[CH3:28][Mg]Br, predict the reaction product. The product is: [NH2:1][C:2]1[N:7]=[C:6]([CH3:8])[N:5]=[C:4]([C:9]2[CH:10]=[C:11]([C:25]([OH:27])([CH3:28])[CH3:26])[CH:12]=[N:13][C:14]=2[NH:15][C:16]2[CH:17]=[N:18][C:19]([O:23][CH3:24])=[C:20]([F:22])[CH:21]=2)[CH:3]=1.